This data is from Full USPTO retrosynthesis dataset with 1.9M reactions from patents (1976-2016). The task is: Predict the reactants needed to synthesize the given product. (1) Given the product [CH3:1][C:2]1[N:3]=[N:4][N:5]([C:10]([C:11]2[CH:16]=[CH:15][CH:14]=[CH:13][CH:12]=2)([C:23]2[CH:24]=[CH:25][CH:26]=[CH:27][CH:28]=2)[C:17]2[CH:18]=[CH:19][CH:20]=[CH:21][CH:22]=2)[N:6]=1, predict the reactants needed to synthesize it. The reactants are: [CH3:1][C:2]1[NH:6][N:5]=[N:4][N:3]=1.[OH-].[Na+].Cl[C:10]([C:23]1[CH:28]=[CH:27][CH:26]=[CH:25][CH:24]=1)([C:17]1[CH:22]=[CH:21][CH:20]=[CH:19][CH:18]=1)[C:11]1[CH:16]=[CH:15][CH:14]=[CH:13][CH:12]=1. (2) Given the product [C:32]([O:1][CH2:2][C:3]1[CH:8]=[C:7]([O:9][CH3:10])[CH:6]=[C:5]([N:11]2[N:15]=[C:14]3[CH:16]=[CH:17][C:18]([C:20]([F:23])([F:22])[F:21])=[CH:19][C:13]3=[N:12]2)[C:4]=1[OH:24])(=[O:36])[C:33]([CH3:35])=[CH2:34], predict the reactants needed to synthesize it. The reactants are: [OH:1][CH2:2][C:3]1[CH:8]=[C:7]([O:9][CH3:10])[CH:6]=[C:5]([N:11]2[N:15]=[C:14]3[CH:16]=[CH:17][C:18]([C:20]([F:23])([F:22])[F:21])=[CH:19][C:13]3=[N:12]2)[C:4]=1[OH:24].C(N(CC)CC)C.[C:32](Cl)(=[O:36])[C:33]([CH3:35])=[CH2:34].